From a dataset of Reaction yield outcomes from USPTO patents with 853,638 reactions. Predict the reaction yield, written as a fraction of the theoretical maximum amount of product (1.0 means a 100% yield; for example, 0.34 means a 34% yield). The reactants are [Cl:1][C:2]1[CH:7]=[CH:6][C:5]([NH2:8])=[C:4]([CH:9]2OC(C)(C)C(C)(C)O2)[CH:3]=1.[F:18][C:19]([F:38])([F:37])[C:20]1[CH:21]=[C:22]([CH:34]=[CH:35][CH:36]=1)[CH2:23][NH:24][C:25](=[O:33])[C:26]1[CH:31]=C[N:29]=[C:28](Br)[CH:27]=1.C(=O)([O-])[O-].[Na+].[Na+]. The catalyst is COCCOC.O.C1C=CC([P]([Pd]([P](C2C=CC=CC=2)(C2C=CC=CC=2)C2C=CC=CC=2)([P](C2C=CC=CC=2)(C2C=CC=CC=2)C2C=CC=CC=2)[P](C2C=CC=CC=2)(C2C=CC=CC=2)C2C=CC=CC=2)(C2C=CC=CC=2)C2C=CC=CC=2)=CC=1. The product is [F:18][C:19]([F:37])([F:38])[C:20]1[CH:21]=[C:22]([CH:34]=[CH:35][CH:36]=1)[CH2:23][NH:24][C:25](=[O:33])[C:26]1[CH:27]=[CH:28][N:29]=[C:9]([C:4]2[CH:3]=[C:2]([Cl:1])[CH:7]=[CH:6][C:5]=2[NH2:8])[CH:31]=1. The yield is 0.550.